Dataset: Full USPTO retrosynthesis dataset with 1.9M reactions from patents (1976-2016). Task: Predict the reactants needed to synthesize the given product. (1) Given the product [CH3:1][NH:2][C:3]([C@@:5]12[CH2:10][C@@H:9]1[C@@H:8]([N:11]1[CH:19]=[N:18][C:17]3[C:12]1=[N:13][C:14]([Cl:48])=[N:15][C:16]=3[NH:20][CH2:21][C:22]1[CH:27]=[CH:26][CH:25]=[C:24]([C:28]#[C:29][CH2:30][CH2:31][CH2:32][C:33]3[N:34]=[N:35][N:36]([C:38]4[CH:43]=[CH:42][C:41]([F:44])=[C:40]([NH2:45])[CH:39]=4)[CH:37]=3)[CH:23]=1)[C@H:7]([OH:49])[C@@H:6]2[OH:50])=[O:4], predict the reactants needed to synthesize it. The reactants are: [CH3:1][NH:2][C:3]([C@@:5]12[CH2:10][C@@H:9]1[C@@H:8]([N:11]1[CH:19]=[N:18][C:17]3[C:12]1=[N:13][C:14]([Cl:48])=[N:15][C:16]=3[NH:20][CH2:21][C:22]1[CH:27]=[CH:26][CH:25]=[C:24]([C:28]#[C:29][CH2:30][CH2:31][CH2:32][C:33]3[N:34]=[N:35][N:36]([C:38]4[CH:43]=[CH:42][C:41]([F:44])=[C:40]([N+:45]([O-])=O)[CH:39]=4)[CH:37]=3)[CH:23]=1)[C@H:7]([OH:49])[C@@H:6]2[OH:50])=[O:4].C(O)(=O)C. (2) Given the product [CH3:15][N:5]1[CH:4]=[CH:3][N:22]=[C:6]1[C@H:8]1[CH2:13][CH2:12][C@H:11]([OH:14])[CH2:10][CH2:9]1, predict the reactants needed to synthesize it. The reactants are: CO[CH:3](OC)[CH2:4][N:5]([CH3:15])[C:6]([C@H:8]1[CH2:13][CH2:12][C@H:11]([OH:14])[CH2:10][CH2:9]1)=O.C([O-])(=O)C.[NH4+:22].CC(O)=O.[OH-].[Na+].